From a dataset of Forward reaction prediction with 1.9M reactions from USPTO patents (1976-2016). Predict the product of the given reaction. Given the reactants [NH:1]1[CH2:7][C:5](=[O:6])[NH:4][C:2]1=[O:3].N[C@H](C(O)=O)[CH2:10][SH:11].N1C=CC=CC=1.[Cl:21][C:22]([Cl:33])([Cl:32])[C:23](O[C:23](=[O:24])[C:22]([Cl:33])([Cl:32])[Cl:21])=[O:24], predict the reaction product. The product is: [Cl:21][C:22]([Cl:33])([Cl:32])[C:23]([S:11][CH2:10][CH:7]1[NH:1][C:2](=[O:3])[NH:4][C:5]1=[O:6])=[O:24].